Dataset: Forward reaction prediction with 1.9M reactions from USPTO patents (1976-2016). Task: Predict the product of the given reaction. (1) Given the reactants [CH3:1][O:2][C:3]1[CH:4]=[C:5]([O:15][C:16]2[CH:17]=[N:18][C:19]([S:22]([CH3:25])(=[O:24])=[O:23])=[CH:20][CH:21]=2)[CH:6]=[C:7]2[C:11]=1[NH:10][C:9]([C:12]([OH:14])=O)=[CH:8]2.Cl.C([N:29]=C=NCCCN(C)C)C.ON1C2C=CC=CC=2N=N1.[OH-].[NH4+], predict the reaction product. The product is: [CH3:1][O:2][C:3]1[CH:4]=[C:5]([O:15][C:16]2[CH:17]=[N:18][C:19]([S:22]([CH3:25])(=[O:24])=[O:23])=[CH:20][CH:21]=2)[CH:6]=[C:7]2[C:11]=1[NH:10][C:9]([C:12]([NH2:29])=[O:14])=[CH:8]2. (2) Given the reactants [NH2:1][C:2]1[CH:3]=[CH:4][CH:5]=[C:6]2[C:11]=1[N:10]=[CH:9][CH:8]=[CH:7]2.Br[C:13]1[CH:22]=[CH:21][C:20]2[C:15](=[CH:16][CH:17]=[CH:18][CH:19]=2)[CH:14]=1.CC(C)([O-])C.[Na+], predict the reaction product. The product is: [CH:19]1[C:20]2[C:15](=[CH:14][CH:13]=[CH:22][CH:21]=2)[CH:16]=[CH:17][C:18]=1[NH:1][C:2]1[CH:3]=[CH:4][CH:5]=[C:6]2[C:11]=1[N:10]=[CH:9][CH:8]=[CH:7]2. (3) The product is: [Cl:1][C:2]1[CH:3]=[C:4]([N:17]([C:38]2[CH:43]=[CH:42][C:41]([F:44])=[CH:40][C:39]=2[CH3:45])[C:18]([O:20][CH:21]([O:23][C:24](=[O:37])[CH2:25][CH2:26][C:27]([OH:29])=[O:28])[CH3:22])=[O:19])[CH:5]=[CH:6][C:7]=1[C:8](=[O:16])[C:9]1[CH:14]=[CH:13][CH:12]=[CH:11][C:10]=1[CH3:15]. Given the reactants [Cl:1][C:2]1[CH:3]=[C:4]([N:17]([C:38]2[CH:43]=[CH:42][C:41]([F:44])=[CH:40][C:39]=2[CH3:45])[C:18]([O:20][CH:21]([O:23][C:24](=[O:37])[CH2:25][CH2:26][C:27]([O:29]CC2C=CC=CC=2)=[O:28])[CH3:22])=[O:19])[CH:5]=[CH:6][C:7]=1[C:8](=[O:16])[C:9]1[CH:14]=[CH:13][CH:12]=[CH:11][C:10]=1[CH3:15], predict the reaction product. (4) Given the reactants [CH3:1][O:2][C:3]1[C:8]([O:9][CH3:10])=[C:7]([O:11][CH3:12])[CH:6]=[C:5]([CH3:13])[C:4]=1[CH:14]([C:16]1[C:17]([O:24][CH3:25])=[N:18][CH:19]=[C:20]([Br:23])[C:21]=1[Cl:22])[OH:15], predict the reaction product. The product is: [CH3:1][O:2][C:3]1[C:8]([O:9][CH3:10])=[C:7]([O:11][CH3:12])[CH:6]=[C:5]([CH3:13])[C:4]=1[C:14]([C:16]1[C:17]([O:24][CH3:25])=[N:18][CH:19]=[C:20]([Br:23])[C:21]=1[Cl:22])=[O:15]. (5) Given the reactants [Br:1][CH2:2][CH2:3][N:4]1[C:8]([C:9](OC)=[O:10])=[CH:7][C:6]([N+:13]([O-:15])=[O:14])=[N:5]1.[BH4-].[Li+], predict the reaction product. The product is: [Br:1][CH2:2][CH2:3][N:4]1[C:8]([CH2:9][OH:10])=[CH:7][C:6]([N+:13]([O-:15])=[O:14])=[N:5]1. (6) Given the reactants Cl.[CH3:2][C:3]1([CH3:26])[CH2:12][CH2:11][C:10]([CH3:14])([CH3:13])[C:9]2[CH:8]=[C:7]([C:15]3[O:16][CH:17]=[C:18]([CH:20]4[CH2:25][CH2:24][NH:23][CH2:22][CH2:21]4)[N:19]=3)[CH:6]=[CH:5][C:4]1=2.[OH:27][CH2:28][CH2:29][CH2:30][CH2:31][CH:32]=O, predict the reaction product. The product is: [CH3:2][C:3]1([CH3:26])[CH2:12][CH2:11][C:10]([CH3:13])([CH3:14])[C:9]2[CH:8]=[C:7]([C:15]3[O:16][CH:17]=[C:18]([CH:20]4[CH2:25][CH2:24][N:23]([CH2:32][CH2:31][CH2:30][CH2:29][CH2:28][OH:27])[CH2:22][CH2:21]4)[N:19]=3)[CH:6]=[CH:5][C:4]1=2. (7) Given the reactants [F:1][CH:2]([F:25])[CH2:3][O:4][C:5]1[CH:6]=[C:7]2[C:12](=[CH:13][CH:14]=1)[N:11]([CH:15]1[CH2:20][CH2:19][N:18]([CH:21]=[O:22])[CH2:17][CH2:16]1)[C:10](=[O:23])[NH:9][C:8]2=[O:24].Br[CH2:27][C:28]1[CH:33]=[CH:32][C:31]([Cl:34])=[CH:30][CH:29]=1.C([O-])([O-])=O.[Cs+].[Cs+].CCOC(C)=O, predict the reaction product. The product is: [Cl:34][C:31]1[CH:32]=[CH:33][C:28]([CH2:27][N:9]2[C:8](=[O:24])[C:7]3[C:12](=[CH:13][CH:14]=[C:5]([O:4][CH2:3][CH:2]([F:1])[F:25])[CH:6]=3)[N:11]([CH:15]3[CH2:20][CH2:19][N:18]([CH:21]=[O:22])[CH2:17][CH2:16]3)[C:10]2=[O:23])=[CH:29][CH:30]=1. (8) The product is: [CH:15]1([N:21]2[CH:10]=[C:5]([C:4]([O:3][CH3:2])=[O:12])[CH:6]=[N:22]2)[CH2:20][CH2:19][CH2:18][CH2:17][CH2:16]1. Given the reactants [Na].[CH3:2][O:3][CH:4]([O:12]C)[C:5](=[CH:10]O)[C:6](OC)=O.Cl.[CH:15]1([NH:21][NH2:22])[CH2:20][CH2:19][CH2:18][CH2:17][CH2:16]1.O, predict the reaction product. (9) Given the reactants [CH:1]([NH:4][C:5]1[N:13]=[CH:12][N:11]=[C:10]2[C:6]=1[N:7]=[CH:8][N:9]2[C@H:14]1[C@@H:18]2[O:19][C:20]([CH3:23])([CH3:22])[O:21][C@@H:17]2[C@@H:16]([C:24]([OH:26])=[O:25])[O:15]1)([CH3:3])[CH3:2].[CH2:27](OC1C=CC2C(=CC=CC=2)N1C(OCC)=O)C, predict the reaction product. The product is: [CH3:27][O:25][C:24]([C@@H:16]1[C@@H:17]2[C@@H:18]([O:19][C:20]([CH3:22])([CH3:23])[O:21]2)[C@H:14]([N:9]2[CH:8]=[N:7][C:6]3[C:10]2=[N:11][CH:12]=[N:13][C:5]=3[NH:4][CH:1]([CH3:3])[CH3:2])[O:15]1)=[O:26].